From a dataset of TCR-epitope binding with 47,182 pairs between 192 epitopes and 23,139 TCRs. Binary Classification. Given a T-cell receptor sequence (or CDR3 region) and an epitope sequence, predict whether binding occurs between them. (1) The epitope is FLNGSCGSV. The TCR CDR3 sequence is CASSSGANVLTF. Result: 0 (the TCR does not bind to the epitope). (2) The TCR CDR3 sequence is CASSLRGTGELFF. The epitope is FLKEKGGL. Result: 1 (the TCR binds to the epitope). (3) The epitope is SEVGPEHSLAEY. The TCR CDR3 sequence is CSAPVEESIYGYTF. Result: 0 (the TCR does not bind to the epitope). (4) Result: 0 (the TCR does not bind to the epitope). The epitope is RPRGEVRFL. The TCR CDR3 sequence is CASSLSDINQPQHF. (5) The epitope is LPAADLDDF. The TCR CDR3 sequence is CASSQQGLNTEAFF. Result: 1 (the TCR binds to the epitope). (6) The epitope is KAFSPEVIPMF. The TCR CDR3 sequence is CASSSQTSGLFANTGELFF. Result: 0 (the TCR does not bind to the epitope).